This data is from CYP2C9 inhibition data for predicting drug metabolism from PubChem BioAssay. The task is: Regression/Classification. Given a drug SMILES string, predict its absorption, distribution, metabolism, or excretion properties. Task type varies by dataset: regression for continuous measurements (e.g., permeability, clearance, half-life) or binary classification for categorical outcomes (e.g., BBB penetration, CYP inhibition). Dataset: cyp2c9_veith. (1) The molecule is COC(=O)[C@@H]1O[C@@H](c2c(OC)c(OC)c(C)c(OC)c2OC)[C@H](C)[C@@H](O)[C@@H]1C. The result is 0 (non-inhibitor). (2) The result is 0 (non-inhibitor). The molecule is CN(C)CCCc1cccnc1. (3) The compound is COC(=O)N1CCC2(CCN(Cc3ccccc3)CC2)CC1. The result is 0 (non-inhibitor). (4) The drug is c1ccc(CC2=NCCN2)cc1. The result is 0 (non-inhibitor). (5) The compound is Nc1c(S(=O)(=O)O)cc(Nc2cccc(S(N)(=O)=O)c2)c2c1C(=O)c1ccccc1C2=O. The result is 1 (inhibitor). (6) The compound is COc1cccc(-c2ccc3ncnc(NC4CCNCC4)c3c2)c1. The result is 0 (non-inhibitor). (7) The molecule is O=C(O)C[C@H](Cc1ccccc1Cl)C(=O)O. The result is 0 (non-inhibitor). (8) The drug is CCCc1nc2sc3ccccc3c(=O)c2c(=O)n1CCOC. The result is 0 (non-inhibitor).